From a dataset of Catalyst prediction with 721,799 reactions and 888 catalyst types from USPTO. Predict which catalyst facilitates the given reaction. (1) Reactant: [H-].[Al+3].[Li+].[H-].[H-].[H-].[CH:7]([C@@H:10]1[NH:15][C:14](=O)[CH2:13][O:12][CH2:11]1)([CH3:9])[CH3:8]. Product: [CH:7]([C@H:10]1[CH2:11][O:12][CH2:13][CH2:14][NH:15]1)([CH3:9])[CH3:8]. The catalyst class is: 1. (2) Reactant: [F:1][C:2]1[CH:9]=[CH:8][C:5]([CH:6]=O)=[CH:4][CH:3]=1.[C:10](#[N:14])[CH2:11][C:12]#[N:13].C(N(CC)CC)C.[CH3:22][O:23][C:24]1[CH:25]=[C:26]([C:32]2[CH2:36][C:35](=[O:37])[N:34]([C:38]3[CH:43]=[CH:42][CH:41]=[CH:40][CH:39]=3)[N:33]=2)[CH:27]=[CH:28][C:29]=1[O:30][CH3:31]. Product: [NH2:13][C:12]1[O:37][C:35]2[N:34]([C:38]3[CH:39]=[CH:40][CH:41]=[CH:42][CH:43]=3)[N:33]=[C:32]([C:26]3[CH:27]=[CH:28][C:29]([O:30][CH3:31])=[C:24]([O:23][CH3:22])[CH:25]=3)[C:36]=2[CH:6]([C:5]2[CH:8]=[CH:9][C:2]([F:1])=[CH:3][CH:4]=2)[C:11]=1[C:10]#[N:14]. The catalyst class is: 8. (3) Reactant: [F:1][C:2]1[CH:3]=[C:4]([CH2:8][CH:9]([OH:26])[CH2:10][CH2:11][CH:12]2[CH2:16][CH2:15][C:14](=[O:17])[N:13]2[CH2:18][CH2:19][CH2:20][CH2:21][CH2:22][CH2:23][C:24]#[N:25])[CH:5]=[CH:6][CH:7]=1.[N:27]([Si](C)(C)C)=[N+:28]=[N-:29].C([Sn](=O)CCCC)CCC. The catalyst class is: 11. Product: [F:1][C:2]1[CH:3]=[C:4]([CH2:8][CH:9]([OH:26])[CH2:10][CH2:11][CH:12]2[N:13]([CH2:18][CH2:19][CH2:20][CH2:21][CH2:22][CH2:23][C:24]3[N:27]=[N:28][NH:29][N:25]=3)[C:14](=[O:17])[CH2:15][CH2:16]2)[CH:5]=[CH:6][CH:7]=1.